From a dataset of Full USPTO retrosynthesis dataset with 1.9M reactions from patents (1976-2016). Predict the reactants needed to synthesize the given product. Given the product [NH2:16][C:15]1[N:14]=[CH:13][N:12]=[C:11]2[N:7]([CH:5]3[CH2:4][N:3]([C:30](=[O:32])[CH3:31])[CH2:6]3)[N:8]=[C:9]([C:17]3[CH:22]=[CH:21][C:20]([Cl:23])=[CH:19][CH:18]=3)[C:10]=12, predict the reactants needed to synthesize it. The reactants are: Cl.Cl.[NH:3]1[CH2:6][CH:5]([N:7]2[C:11]3=[N:12][CH:13]=[N:14][C:15]([NH2:16])=[C:10]3[C:9]([C:17]3[CH:22]=[CH:21][C:20]([Cl:23])=[CH:19][CH:18]=3)=[N:8]2)[CH2:4]1.N1C=CC=CC=1.[C:30](Cl)(=[O:32])[CH3:31].CC(C)=O.